Dataset: Full USPTO retrosynthesis dataset with 1.9M reactions from patents (1976-2016). Task: Predict the reactants needed to synthesize the given product. (1) Given the product [C:9]([C:7]1[CH:6]=[CH:5][N:4]=[C:3]([N:1]2[C:16]([OH:17])=[C:15]([C:14]([O:13][CH2:11][CH3:12])=[O:25])[CH:21]=[N:2]2)[CH:8]=1)#[N:10], predict the reactants needed to synthesize it. The reactants are: [NH:1]([C:3]1[CH:8]=[C:7]([C:9]#[N:10])[CH:6]=[CH:5][N:4]=1)[NH2:2].[CH2:11]([O:13][C:14](=[O:25])[C:15](=[CH:21]OCC)[C:16](OCC)=[O:17])[CH3:12].C([O-])([O-])=O.[K+].[K+]. (2) Given the product [OH:16][CH2:15][C@H:12]1[CH2:13][CH2:14][C@H:9]([C:2]([C:4]2[S:5][CH:6]=[CH:7][N:8]=2)([OH:1])[CH3:3])[CH2:10][CH2:11]1, predict the reactants needed to synthesize it. The reactants are: [OH:1][C:2]([C@H:9]1[CH2:14][CH2:13][C@H:12]([C:15](OCCCC)=[O:16])[CH2:11][CH2:10]1)([C:4]1[S:5][CH:6]=[CH:7][N:8]=1)[CH3:3].C1COCC1.[H-].[Al+3].[Li+].[H-].[H-].[H-].